Task: Predict the reactants needed to synthesize the given product.. Dataset: Full USPTO retrosynthesis dataset with 1.9M reactions from patents (1976-2016) (1) Given the product [CH2:23]([C:5]1([C:18]([F:19])([F:21])[F:20])[C:4]2[CH:3]=[C:2]([Cl:1])[CH:11]=[CH:10][C:9]=2[NH:8][C:7]2[C:12](=[O:17])[NH:13][C:14]([CH3:16])=[N:15][C:6]1=2)[CH2:24][CH2:25][CH3:26], predict the reactants needed to synthesize it. The reactants are: [Cl:1][C:2]1[CH:11]=[CH:10][C:9]2[N:8]=[C:7]3[C:12](=[O:17])[NH:13][C:14]([CH3:16])=[N:15][C:6]3=[C:5]([C:18]([F:21])([F:20])[F:19])[C:4]=2[CH:3]=1.[Li][CH2:23][CH2:24][CH2:25][CH3:26]. (2) Given the product [CH2:2]([C:3]1[N:4]([C:48]2[CH:47]=[CH:46][CH:45]=[CH:44][C:43]=2[C:42]2[CH:34]=[CH:37][CH:38]=[C:39]([OH:40])[CH:41]=2)[N:5]=[C:24]([C:25]2[CH:26]=[CH:27][CH:28]=[CH:29][CH:30]=2)[C:23]=1[C:21]1[CH:18]=[CH:17][CH:16]=[CH:19][CH:20]=1)[CH3:6].[Pd:67], predict the reactants needed to synthesize it. The reactants are: Br[C:2]1[C:3](C2C=CC=CC=2)=[N:4][NH:5][CH:6]=1.C1C=C[C:16](/[CH:19]=[CH:20]/[C:21](/[CH:23]=[CH:24]/[C:25]2[CH:30]=[CH:29][CH:28]=[CH:27][CH:26]=2)=O)=[CH:17][CH:18]=1.C1C=C[C:34](/[CH:37]=[CH:38]/[C:39](/[CH:41]=[CH:42]/[C:43]2[CH:48]=[CH:47][CH:46]=[CH:45][CH:44]=2)=[O:40])=CC=1.C1C=CC(/C=C/C(/C=C/C2C=CC=CC=2)=O)=CC=1.[Pd:67].[Pd].Cl.C1C=CC(P(C2C=CC=CC=2)C2C=CC=CC=2)=CC=1. (3) Given the product [Br:16][C:17]1[CH:18]=[C:19]([C:22]([CH3:23])=[CH:8][C:9]([OH:11])=[O:10])[S:20][CH:21]=1, predict the reactants needed to synthesize it. The reactants are: C(OP([CH2:8][C:9]([O:11]CC)=[O:10])OCC)C.[H-].[Na+].[Br:16][C:17]1[CH:18]=[C:19]([C:22](=O)[CH3:23])[S:20][CH:21]=1. (4) Given the product [Br:37][C:38]1[CH:39]=[CH:40][CH:41]=[C:42](/[CH:44]=[CH:1]/[C:2]2[CH:3]=[CH:4][CH:5]=[CH:6][CH:7]=2)[N:43]=1, predict the reactants needed to synthesize it. The reactants are: [CH2:1](P(=O)(OCC)OCC)[C:2]1[CH:7]=[CH:6][CH:5]=[CH:4][CH:3]=1.C[O-].[Na+].C1OCCOCCOCCOCCOCCOC1.[Br:37][C:38]1[N:43]=[C:42]([CH:44]=O)[CH:41]=[CH:40][CH:39]=1. (5) The reactants are: [C:1]([O:5][C:6]([N:8]1[CH2:12][CH2:11][CH2:10][C@H:9]1[C:13]([OH:15])=[O:14])=[O:7])([CH3:4])([CH3:3])[CH3:2].CCN(C(C)C)C(C)C.Br[CH2:26][C:27]([C:29]1[CH:30]=[N:31][CH:32]=[CH:33][CH:34]=1)=[O:28]. Given the product [N:8]1([C:6]([O:5][C:1]([CH3:4])([CH3:2])[CH3:3])=[O:7])[CH2:12][CH2:11][CH2:10][C@H:9]1[C:13]([O:15][CH2:26][C:27](=[O:28])[C:29]1[CH:30]=[N:31][CH:32]=[CH:33][CH:34]=1)=[O:14], predict the reactants needed to synthesize it. (6) The reactants are: [C:9](O[C:9]([O:11][C:12]([CH3:15])([CH3:14])[CH3:13])=[O:10])([O:11][C:12]([CH3:15])([CH3:14])[CH3:13])=[O:10].[CH3:16][CH:17]1[CH2:22][CH2:21][NH:20][CH2:19][CH:18]1[C:23]([OH:25])=[O:24].C(N(CC)CC)C. Given the product [C:12]([O:11][C:9]([N:20]1[CH2:21][CH2:22][CH:17]([CH3:16])[CH:18]([C:23]([OH:25])=[O:24])[CH2:19]1)=[O:10])([CH3:13])([CH3:14])[CH3:15], predict the reactants needed to synthesize it.